Predict the reaction yield, written as a fraction of the theoretical maximum amount of product (1.0 means a 100% yield; for example, 0.34 means a 34% yield). From a dataset of Reaction yield outcomes from USPTO patents with 853,638 reactions. The reactants are [CH3:1][N:2]1[C:6]([N+:7]([O-])=O)=[CH:5][C:4]([C:10]([O:12][CH3:13])=[O:11])=[N:3]1. The catalyst is CO.[Pd]. The product is [NH2:7][C:6]1[N:2]([CH3:1])[N:3]=[C:4]([C:10]([O:12][CH3:13])=[O:11])[CH:5]=1. The yield is 0.900.